Task: Predict which catalyst facilitates the given reaction.. Dataset: Catalyst prediction with 721,799 reactions and 888 catalyst types from USPTO (1) Reactant: [C:1]([C:3]1[N:8]=[C:7]([CH2:9][CH2:10][C:11]([O:13][C:14]([CH3:17])([CH3:16])[CH3:15])=[O:12])[CH:6]=[C:5]([S:18]([CH3:21])(=[O:20])=[O:19])[CH:4]=1)#[N:2].[CH3:22][C:23]1[CH:24]=[C:25]([SH:33])[C:26](=[CH:31][CH:32]=1)[C:27](OC)=[O:28].C(N(CC)CC)C. Product: [CH3:22][C:23]1[CH:32]=[CH:31][C:26]2[C:27](=[O:28])[N:2]=[C:1]([C:3]3[N:8]=[C:7]([CH2:9][CH2:10][C:11]([O:13][C:14]([CH3:15])([CH3:16])[CH3:17])=[O:12])[CH:6]=[C:5]([S:18]([CH3:21])(=[O:20])=[O:19])[CH:4]=3)[S:33][C:25]=2[CH:24]=1. The catalyst class is: 11. (2) Reactant: C(OC(=O)[NH:7][C:8]1[CH:13]=[CH:12][C:11]([C:14]#[C:15][C:16]2[CH:21]=[CH:20][CH:19]=[CH:18][CH:17]=2)=[CH:10][C:9]=1[NH:22][C:23](=[O:34])[CH2:24][C:25]([C:27]1[CH:32]=[CH:31][CH:30]=[C:29]([I:33])[CH:28]=1)=O)(C)(C)C.C(O)(C(F)(F)F)=O. The catalyst class is: 2. Product: [I:33][C:29]1[CH:28]=[C:27]([C:25]2[CH2:24][C:23](=[O:34])[NH:22][C:9]3[CH:10]=[C:11]([C:14]#[C:15][C:16]4[CH:21]=[CH:20][CH:19]=[CH:18][CH:17]=4)[CH:12]=[CH:13][C:8]=3[N:7]=2)[CH:32]=[CH:31][CH:30]=1.